Predict the reaction yield, written as a fraction of the theoretical maximum amount of product (1.0 means a 100% yield; for example, 0.34 means a 34% yield). From a dataset of Reaction yield outcomes from USPTO patents with 853,638 reactions. (1) The reactants are [CH2:1]([N:5]1[C:9](=[O:10])[C:8](Cl)=[C:7]([C:12]2[CH:17]=[CH:16][CH:15]=[CH:14][CH:13]=2)[S:6]1(=[O:19])=[O:18])[CH2:2][CH2:3][CH3:4].[CH2:20]([O:27][C:28]1[CH:33]=[CH:32][C:31]([NH2:34])=[CH:30][CH:29]=1)[C:21]1[CH:26]=[CH:25][CH:24]=[CH:23][CH:22]=1.CCOC(C)=O. The catalyst is CN(C=O)C. The product is [CH2:20]([O:27][C:28]1[CH:29]=[CH:30][C:31]([NH:34][C:8]2[C:9](=[O:10])[N:5]([CH2:1][CH2:2][CH2:3][CH3:4])[S:6](=[O:19])(=[O:18])[C:7]=2[C:12]2[CH:17]=[CH:16][CH:15]=[CH:14][CH:13]=2)=[CH:32][CH:33]=1)[C:21]1[CH:22]=[CH:23][CH:24]=[CH:25][CH:26]=1. The yield is 0.780. (2) The catalyst is CN(C)C=O.C(OCC)(=O)C.CCCCCC. The yield is 0.690. The product is [NH2:13][C:9]1[N:10]=[CH:11][N:12]=[C:7]([O:6][C:5]2[CH:14]=[CH:15][C:2]([NH:1][C:23]([NH:22][C:16]3[CH:21]=[CH:20][CH:19]=[CH:18][CH:17]=3)=[O:24])=[CH:3][CH:4]=2)[CH:8]=1. The reactants are [NH2:1][C:2]1[CH:15]=[CH:14][C:5]([O:6][C:7]2[N:12]=[CH:11][N:10]=[C:9]([NH2:13])[CH:8]=2)=[CH:4][CH:3]=1.[C:16]1([N:22]=[C:23]=[O:24])[CH:21]=[CH:20][CH:19]=[CH:18][CH:17]=1.O. (3) The reactants are [N+:1]([C:4]1[CH:21]=[CH:20][C:7]([O:8][C:9]2[CH:10]=[C:11]3[C:15](=[CH:16][CH:17]=2)[C:14](=[O:18])[NH:13][C:12]3=[O:19])=[CH:6][CH:5]=1)([O-])=O. The catalyst is CC(O)=O.O.[Fe]. The product is [NH2:1][C:4]1[CH:21]=[CH:20][C:7]([O:8][C:9]2[CH:10]=[C:11]3[C:15](=[CH:16][CH:17]=2)[C:14](=[O:18])[NH:13][C:12]3=[O:19])=[CH:6][CH:5]=1. The yield is 0.750. (4) The reactants are [F:1][C:2]1[CH:30]=[C:29]([N+:31]([O-])=O)[CH:28]=[CH:27][C:3]=1[O:4][C:5]1[CH:10]=[CH:9][N:8]=[C:7]2[CH:11]=[C:12]([C:14]3[N:19]=[CH:18][C:17]([CH2:20][N:21]4[CH2:25][CH2:24][CH2:23][C:22]4=[O:26])=[CH:16][CH:15]=3)[S:13][C:6]=12.[Cl-].[NH4+]. The catalyst is CO.O.[Fe]. The product is [NH2:31][C:29]1[CH:28]=[CH:27][C:3]([O:4][C:5]2[CH:10]=[CH:9][N:8]=[C:7]3[CH:11]=[C:12]([C:14]4[N:19]=[CH:18][C:17]([CH2:20][N:21]5[CH2:25][CH2:24][CH2:23][C:22]5=[O:26])=[CH:16][CH:15]=4)[S:13][C:6]=23)=[C:2]([F:1])[CH:30]=1. The yield is 0.870.